From a dataset of NCI-60 drug combinations with 297,098 pairs across 59 cell lines. Regression. Given two drug SMILES strings and cell line genomic features, predict the synergy score measuring deviation from expected non-interaction effect. (1) Drug 1: CC1OCC2C(O1)C(C(C(O2)OC3C4COC(=O)C4C(C5=CC6=C(C=C35)OCO6)C7=CC(=C(C(=C7)OC)O)OC)O)O. Drug 2: CC(C1=C(C=CC(=C1Cl)F)Cl)OC2=C(N=CC(=C2)C3=CN(N=C3)C4CCNCC4)N. Cell line: NCI-H226. Synergy scores: CSS=14.7, Synergy_ZIP=-2.81, Synergy_Bliss=0.473, Synergy_Loewe=-0.657, Synergy_HSA=1.47. (2) Drug 1: C1CN1P(=S)(N2CC2)N3CC3. Drug 2: CC1=C(C(=O)C2=C(C1=O)N3CC4C(C3(C2COC(=O)N)OC)N4)N. Cell line: HOP-92. Synergy scores: CSS=8.37, Synergy_ZIP=-3.43, Synergy_Bliss=-0.432, Synergy_Loewe=-9.03, Synergy_HSA=-2.33. (3) Drug 1: C1C(C(OC1N2C=NC3=C2NC=NCC3O)CO)O. Drug 2: CC1CCCC2(C(O2)CC(NC(=O)CC(C(C(=O)C(C1O)C)(C)C)O)C(=CC3=CSC(=N3)C)C)C. Cell line: SW-620. Synergy scores: CSS=49.2, Synergy_ZIP=1.66, Synergy_Bliss=0.204, Synergy_Loewe=-5.10, Synergy_HSA=1.16. (4) Drug 1: C1=CC(=CC=C1C#N)C(C2=CC=C(C=C2)C#N)N3C=NC=N3. Cell line: ACHN. Synergy scores: CSS=18.6, Synergy_ZIP=-5.88, Synergy_Bliss=-3.92, Synergy_Loewe=-1.58, Synergy_HSA=-2.35. Drug 2: C1CC(C1)(C(=O)O)C(=O)O.[NH2-].[NH2-].[Pt+2]. (5) Drug 1: C1=CC(=CC=C1CCC2=CNC3=C2C(=O)NC(=N3)N)C(=O)NC(CCC(=O)O)C(=O)O. Drug 2: CC(C1=C(C=CC(=C1Cl)F)Cl)OC2=C(N=CC(=C2)C3=CN(N=C3)C4CCNCC4)N. Cell line: HCT-15. Synergy scores: CSS=39.8, Synergy_ZIP=-0.838, Synergy_Bliss=-2.43, Synergy_Loewe=-16.4, Synergy_HSA=-1.88. (6) Drug 1: CC12CCC3C(C1CCC2O)C(CC4=C3C=CC(=C4)O)CCCCCCCCCS(=O)CCCC(C(F)(F)F)(F)F. Drug 2: CC1=C(C(=O)C2=C(C1=O)N3CC4C(C3(C2COC(=O)N)OC)N4)N. Cell line: MDA-MB-435. Synergy scores: CSS=-1.82, Synergy_ZIP=1.72, Synergy_Bliss=-6.38, Synergy_Loewe=-15.1, Synergy_HSA=-7.10. (7) Drug 1: CC1=CC=C(C=C1)C2=CC(=NN2C3=CC=C(C=C3)S(=O)(=O)N)C(F)(F)F. Drug 2: COCCOC1=C(C=C2C(=C1)C(=NC=N2)NC3=CC=CC(=C3)C#C)OCCOC.Cl. Cell line: DU-145. Synergy scores: CSS=6.65, Synergy_ZIP=-2.99, Synergy_Bliss=-1.12, Synergy_Loewe=-4.30, Synergy_HSA=-1.14.